Dataset: Full USPTO retrosynthesis dataset with 1.9M reactions from patents (1976-2016). Task: Predict the reactants needed to synthesize the given product. (1) Given the product [CH3:21][N:22]([CH3:26])[CH2:23][C:24]#[C:25][C:2]1[S:3][C:4]2[NH:5][C:6](=[O:15])[C:7]3[CH:8]=[CH:9][CH:10]=[CH:11][C:12]=3[C:13]=2[N:14]=1, predict the reactants needed to synthesize it. The reactants are: I[C:2]1[S:3][C:4]2[NH:5][C:6](=[O:15])[C:7]3[CH:8]=[CH:9][CH:10]=[CH:11][C:12]=3[C:13]=2[N:14]=1.CN(C=O)C.[CH3:21][N:22]([CH3:26])[CH2:23][C:24]#[CH:25]. (2) Given the product [CH3:19][C:14]1([CH3:18])[O:13][C:12]2[CH:20]=[CH:21][C:9]([CH2:8][N:7]([CH2:1][CH2:2][CH2:3][CH2:4][CH2:5][CH3:6])[C:35](=[O:37])[C:34]3[CH:33]=[CH:32][C:31]([C:30]#[C:29][C:26]4[CH:25]=[CH:24][C:23]([F:22])=[CH:28][CH:27]=4)=[CH:39][CH:38]=3)=[CH:10][C:11]=2[C:16](=[O:17])[O:15]1, predict the reactants needed to synthesize it. The reactants are: [CH2:1]([NH:7][CH2:8][C:9]1[CH:21]=[CH:20][C:12]2[O:13][C:14]([CH3:19])([CH3:18])[O:15][C:16](=[O:17])[C:11]=2[CH:10]=1)[CH2:2][CH2:3][CH2:4][CH2:5][CH3:6].[F:22][C:23]1[CH:28]=[CH:27][C:26]([C:29]#[C:30][C:31]2[CH:39]=[CH:38][C:34]([C:35]([OH:37])=O)=[CH:33][CH:32]=2)=[CH:25][CH:24]=1. (3) Given the product [Cl:21][C:18]1[CH:19]=[CH:20][C:15]([S:12]([NH:11][C:4]2[C:5]([C:8]([N:32]3[C:31]4[CH:36]=[C:27]([CH3:26])[CH:28]=[CH:29][C:30]=4[O:35][CH2:34][CH2:33]3)=[O:9])=[N:6][CH:7]=[C:2]([Cl:1])[CH:3]=2)(=[O:13])=[O:14])=[CH:16][C:17]=1[C:22]([F:25])([F:23])[F:24], predict the reactants needed to synthesize it. The reactants are: [Cl:1][C:2]1[CH:3]=[C:4]([NH:11][S:12]([C:15]2[CH:20]=[CH:19][C:18]([Cl:21])=[C:17]([C:22]([F:25])([F:24])[F:23])[CH:16]=2)(=[O:14])=[O:13])[C:5]([C:8](O)=[O:9])=[N:6][CH:7]=1.[CH3:26][C:27]1[CH:28]=[CH:29][C:30]2[O:35][CH2:34][CH2:33][NH:32][C:31]=2[CH:36]=1.C(P1(=O)OP(CCC)(=O)OP(CCC)(=O)O1)CC. (4) Given the product [O:15]1[CH2:16][CH2:17][N:12]([C:19]2[N:24]=[C:23]([NH2:25])[C:22]([N+:26]([O-:28])=[O:27])=[CH:21][CH:20]=2)[CH2:13][CH2:14]1, predict the reactants needed to synthesize it. The reactants are: CC(C)([O-])C.[K+].C1COCC1.[NH:12]1[CH2:17][CH2:16][O:15][CH2:14][CH2:13]1.Cl[C:19]1[N:24]=[C:23]([NH2:25])[C:22]([N+:26]([O-:28])=[O:27])=[CH:21][CH:20]=1. (5) Given the product [C:6]([O:5][C:3](=[O:4])[CH2:2][NH:14][CH2:13][C:12]1[CH:15]=[CH:16][CH:17]=[CH:18][C:11]=1[CH3:10])([CH3:9])([CH3:8])[CH3:7], predict the reactants needed to synthesize it. The reactants are: Cl[CH2:2][C:3]([O:5][C:6]([CH3:9])([CH3:8])[CH3:7])=[O:4].[CH3:10][C:11]1[CH:18]=[CH:17][CH:16]=[CH:15][C:12]=1[CH2:13][NH2:14].CCN(CC)CC. (6) Given the product [F:1][C:2]1[C:7]([O:8][CH3:9])=[CH:6][C:5]([O:10][CH3:11])=[C:4]([F:12])[C:3]=1[N:13]1[CH2:18][C:17]2[CH:19]=[N:20][C:21]3[NH:25][C:24]([CH:43]4[CH2:42][CH2:44][O:53][CH2:54][CH2:55]4)=[CH:23][C:22]=3[C:16]=2[N:15]([CH3:35])[C:14]1=[O:36], predict the reactants needed to synthesize it. The reactants are: [F:1][C:2]1[C:7]([O:8][CH3:9])=[CH:6][C:5]([O:10][CH3:11])=[C:4]([F:12])[C:3]=1[N:13]1[CH2:18][C:17]2[CH:19]=[N:20][C:21]3[N:25](S(C4C=CC=CC=4)(=O)=O)[CH:24]=[CH:23][C:22]=3[C:16]=2[N:15]([CH3:35])[C:14]1=[O:36].[Li+].CC([N-][CH:42]([CH3:44])[CH3:43])C.BrC(Cl)(Cl)C(Br)(Cl)Cl.[O:53]1CC[CH2:55][CH2:54]1. (7) The reactants are: [NH2:1][C:2]1[CH:9]=[CH:8][C:5]([CH2:6][OH:7])=[CH:4][CH:3]=1.[OH-].[Na+].[C:20](O[C:20]([O:22][C:23]([CH3:26])(C)C)=[O:21])([O:22][C:23](C)(C)[CH3:26])=[O:21].O1CCO[CH2:29][CH2:28]1. Given the product [OH:7][CH2:6][C:5]1[CH:8]=[CH:9][C:2]([NH:1][C:20](=[O:21])[O:22][CH2:23][CH2:26][CH2:28][CH3:29])=[CH:3][CH:4]=1, predict the reactants needed to synthesize it. (8) The reactants are: [CH:1](O)=[O:2].C(OC(=O)C)(=O)C.[OH:11][NH:12][CH:13]([CH2:36][CH2:37][CH2:38][C:39]1[N:44]=[CH:43][CH:42]=[CH:41][N:40]=1)[CH2:14][S:15]([N:18]1[CH2:23][CH2:22][N:21]([C:24]2[N:29]=[CH:28][C:27]([O:30][CH2:31][C:32]([F:35])([F:34])[F:33])=[CH:26][N:25]=2)[CH2:20][CH2:19]1)(=[O:17])=[O:16]. Given the product [OH:11][N:12]([C@H:13]([CH2:14][S:15]([N:18]1[CH2:23][CH2:22][N:21]([C:24]2[N:29]=[CH:28][C:27]([O:30][CH2:31][C:32]([F:33])([F:34])[F:35])=[CH:26][N:25]=2)[CH2:20][CH2:19]1)(=[O:17])=[O:16])[CH2:36][CH2:37][CH2:38][C:39]1[N:44]=[CH:43][CH:42]=[CH:41][N:40]=1)[CH:1]=[O:2], predict the reactants needed to synthesize it.